The task is: Binary Classification. Given a miRNA mature sequence and a target amino acid sequence, predict their likelihood of interaction.. This data is from Experimentally validated miRNA-target interactions with 360,000+ pairs, plus equal number of negative samples. (1) The miRNA is hsa-miR-3185 with sequence AGAAGAAGGCGGUCGGUCUGCGG. The protein sequence of the target gene is MDSVAFEDVAVNFTQEEWALLGPSQKSLYRNVMQETIRNLDCIEMKWEDQNIGDQCQNAKRNLRSHTCEIKDDSQCGETFGQIPDSIVNKNTPRVNPCDSGECGEVVLGHSSLNCNIRVDTGHKSCEHQEYGEKPYTHKQRGKAISHQHSFQTHERPPTGKKPFDCKECAKTFSSLGNLRRHMAAHHGDGPYKCKLCGKAFVWPSLFHLHERTHTGEKPYECKQCSKAFPFYSSYLRHERIHTGEKAYECKQCSKAFPDYSTYLRHERTHTGEKPYKCTQCGKAFSCYYYTRLHERTHTG.... Result: 0 (no interaction). (2) The miRNA is rno-miR-433-3p with sequence AUCAUGAUGGGCUCCUCGGUGU. The protein sequence of the target gene is MGPRKKSAKVCVMDSEVAEEMTADEEKDYMNQLSHEVLCHIFRYLPLQDIMCMECLSRKLKEAVTLYLRVVRVVDLCAGRWWEYMPSGFTDSSFLTLLKKMPDVEQLYGLHPRYLERRRVRGQEAFSIPGVLEALQACPNLVGVETSHLELVESIWTYMPHVHILGKFRNRNGAFPIPPENKLKIPIGAKIQTLHLVGVNVPEIPCIPMLRHLYMKWVRLTKPQPFKDFLCISLRTFVMRNCAGPTNSLKYVPLVTGLASARNLEHLEMVRVPFLGGLIQHVVEDSWRSGGFRNLHTIVL.... Result: 0 (no interaction). (3) The miRNA is dre-miR-133a-3p with sequence UUUGGUCCCCUUCAACCAGCUG. The protein sequence of the target gene is MSLRFGATCLLSFSFLLLITSSDGRTGLGKGFGDHIHWRTLEDGKKEAAASGLPLMVIIHKSWCGACKALKPKFAESTEISELSHNFVMVNLEDEEEPRDEDFSPDGGYIPRILFLDPSGKVRPEIINESGNPSYKYFYVSAEQVVQGMKEAQERLTGDAFREKHFQDEL. Result: 0 (no interaction). (4) The miRNA is hsa-miR-4693-3p with sequence UGAGAGUGGAAUUCACAGUAUUU. Result: 1 (interaction). The protein sequence of the target gene is MPWEEPAGEKPSCSHSQKAFHMEPAQKPCFTTDMVTWALLCISAETVRGEAPSQPRGIPHRSPVSVDDLWLEKTQRKKLQKQAHVERRLHIGAVHKDGVKCWRKTIITSPESLNLPRRSHPLSQSAPTGLNHMGWPEHTPGTAMPDGALDTAVCADEVGSEEDLYDDLHSSSHHYSHPGGGGEQLAINELISDGSVVCAEALWDHVTMDDQELGFKAGDVIEVMDATNREWWWGRVADGEGWFPASFVRLRVNQDEPADDDAPLAGNSGAEDGGAEAQSSKDQMRTNVINEILSTERDYI.... (5) The miRNA is hsa-miR-6787-3p with sequence UCUCAGCUGCUGCCCUCUCCAG. The protein sequence of the target gene is MLSHNTMMKQRKQQATAIMKEVHGNDVDGMDLGKKVSIPRDIMLEELSHLSNRGARLFKMRQRRSDKYTFENFQYQSRAQINHSIAMQNGKVDGSNLEGGSQQAPLTPPNTPDPRSPPNPDNIAPGYSGPLKEIPPEKFNTTAVPKYYQSPWEQAISNDPELLEALYPKLFKPEGKAELPDYRSFNRVATPFGGFEKASRMVKFKVPDFELLLLTDPRFMSFVNPLSGRRSFNRTPKGWISENIPIVITTEPTDDTTVPESEDL. Result: 1 (interaction). (6) The miRNA is ath-miR167a-5p with sequence UGAAGCUGCCAGCAUGAUCUA. The protein sequence of the target gene is MNKQRGTYSEVSLAQDPKRQQRKLKGNKISISGTKQEIFQVELNLQNASSDHQGNDKTYHCKGLLPPPEKLTAEVLGIICIVLMATVLKTIVLIPCIGVLEQNNFSLNRRMQKARHCGHCPEEWITYSNSCYYIGKERRTWEERVCWPVLRRTLICFL. Result: 0 (no interaction). (7) The miRNA is hsa-miR-548az-5p with sequence CAAAAGUGAUUGUGGUUUUUGC. The protein sequence of the target gene is MQKSEGSGGTQLKNRATGNYDQRTSSSTQLKHRNAVQGSKSSLSTSSPESARKLHPRPSDKLNPKTINPFGEQSRVPSAFAAIYSKGGIPCRLVHGSVKHRLQWECPPESLSFDPLLITLAEGLRETKHPYTFVSKEGFRELLLVKGAPEKAIPLLPRLIPVLKAALVHSDDEVFERGLNALVQLSVVVGPSLNDHLKHLLTSLSKRLMDKKFKEPITSALQKLEQHGGSGSLSIIKSKIPTYCSICC. Result: 1 (interaction). (8) The miRNA is ath-miR172c with sequence AGAAUCUUGAUGAUGCUGCAG. The protein sequence of the target gene is MKSPALQPLSMAGLQLMTPASSPMGPFFGLPWQQEAIHDNIYTPRKYQVELLEAALDHNTIVCLNTGSGKTFIAVLLTKELAHQIRGDLNPRAKRTVFLVNSANQVAQQVSAVRTHSDLKVGEYSNLEVNASWTKERWSQEFTKHQVLIMTCYVALNVLKNGYLSLSDINLLVFDECHLAILDHPYREIMKLCESCPSCPRILGLTASILNGKCDPEELEEKIQKLEKILKSNAETATDLVVLDRYASQPCEIVVDCGPFTDRSGLYERLLMELEEAINFINDCNVSVHSKERDSTLISK.... Result: 0 (no interaction). (9) The miRNA is mmu-miR-1894-3p with sequence GCAAGGGAGAGGGUGAAGGGAG. The protein sequence of the target gene is MGSRVSREDFEWVYTDQPHADRRREILAKYPEIKSLMKPDPNLIWIIIMMVLTQLGAFYIVKDLDWKWVIFGAYAFGSCINHSMTLAIHEIAHNAAFGNCKAMWNRWFGMFANLPIGIPYSISFKRYHMDHHRYLGADGVDVDIPTDFEGWFFCTAFRKFIWVILQPLFYAFRPLFINPKPITYLEVINTVAQVTFDILIYYFLGIKSLVYMLAASLLGLGLHPISGHFIAEHYMFLKGHETYSYYGPLNLLTFNVGYHNEHHDFPNIPGKSLPLVRKIAAEYYDNLPHYNSWIKVLYDF.... Result: 0 (no interaction).